Dataset: Reaction yield outcomes from USPTO patents with 853,638 reactions. Task: Predict the reaction yield, written as a fraction of the theoretical maximum amount of product (1.0 means a 100% yield; for example, 0.34 means a 34% yield). (1) The reactants are [Si]([O:8][C@H:9]1[CH2:13][C@H:12]([N:14]2[C:18]3[N:19]=[CH:20][N:21]=[C:22]([NH:23][C@@H:24]4[C:32]5[C:27](=[CH:28][CH:29]=[CH:30][CH:31]=5)[CH2:26][CH2:25]4)[C:17]=3[CH:16]=[CH:15]2)[CH2:11][C@H:10]1[CH2:33][CH2:34][S:35]([NH2:38])(=[O:37])=[O:36])(C(C)(C)C)(C)C.[F-].C([N+](CCCC)(CCCC)CCCC)CCC. The catalyst is O1CCCC1. The product is [C@@H:24]1([NH:23][C:22]2[C:17]3[CH:16]=[CH:15][N:14]([C@@H:12]4[CH2:11][C@@H:10]([CH2:33][CH2:34][S:35]([NH2:38])(=[O:37])=[O:36])[C@@H:9]([OH:8])[CH2:13]4)[C:18]=3[N:19]=[CH:20][N:21]=2)[C:32]2[C:27](=[CH:28][CH:29]=[CH:30][CH:31]=2)[CH2:26][CH2:25]1. The yield is 0.400. (2) The reactants are [CH3:1][CH:2]([CH3:5])[CH2:3][SH:4].F[C:7]1[CH:8]=[C:9]([CH3:16])[CH:10]=[CH:11][C:12]=1[N+:13]([O-:15])=[O:14].[CH2:17]([S:21][C:22]1[CH:28]=[C:27]([CH3:29])[CH:26]=[CH:25][C:23]=1[NH2:24])[CH:18]([CH3:20])[CH3:19].[NH2:30][C:31]1SC=[CH:34][N:35]=1. No catalyst specified. The product is [CH2:3]([S:4][C:7]1[CH:8]=[C:9]([CH3:16])[CH:10]=[CH:11][C:12]=1[N+:13]([O-:15])=[O:14])[CH:2]([CH3:5])[CH3:1].[CH2:17]([S:21][C:22]1[CH:28]=[C:27]([CH3:29])[CH:26]=[CH:25][C:23]=1[NH:24][C:34]([NH:35][C:31]1[S:4][CH:3]=[CH:2][N:30]=1)=[O:14])[CH:18]([CH3:20])[CH3:19]. The yield is 0.670. (3) The reactants are [C:1]1([S:7]([N:10]2[C:14]3[CH:15]=[N:16][C:17]([C:20]#[N:21])=[C:18](O)[C:13]=3[C:12]3[CH:22]=[C:23]([F:26])[CH:24]=[N:25][C:11]2=3)(=[O:9])=[O:8])[CH:6]=[CH:5][CH:4]=[CH:3][CH:2]=1.P(Cl)(Cl)(Cl)(Cl)[Cl:28]. The catalyst is ClC1C=CC=CC=1.ClCCl. The product is [C:1]1([S:7]([N:10]2[C:14]3[CH:15]=[N:16][C:17]([C:20]#[N:21])=[C:18]([Cl:28])[C:13]=3[C:12]3[CH:22]=[C:23]([F:26])[CH:24]=[N:25][C:11]2=3)(=[O:9])=[O:8])[CH:6]=[CH:5][CH:4]=[CH:3][CH:2]=1. The yield is 0.650. (4) The reactants are [O:1]1[C:5]2[CH:6]=[CH:7][C:8]([C:10]3([C:13]([OH:15])=O)[CH2:12][CH2:11]3)=[CH:9][C:4]=2[O:3][CH2:2]1.CN(C(ON1N=NC2C=CC=CC1=2)=[N+](C)C)C.F[P-](F)(F)(F)(F)F.CCN(CC)CC.[NH2:47][C:48]1[CH:49]=[C:50]2[C:54](=[CH:55][CH:56]=1)[NH:53][C:52]([CH:57]([CH3:60])[CH2:58][OH:59])=[CH:51]2. The catalyst is C(#N)C. The product is [O:1]1[C:5]2[CH:6]=[CH:7][C:8]([C:10]3([C:13]([NH:47][C:48]4[CH:49]=[C:50]5[C:54](=[CH:55][CH:56]=4)[NH:53][C:52]([CH:57]([CH3:60])[CH2:58][OH:59])=[CH:51]5)=[O:15])[CH2:11][CH2:12]3)=[CH:9][C:4]=2[O:3][CH2:2]1. The yield is 0.510.